The task is: Predict the product of the given reaction.. This data is from Forward reaction prediction with 1.9M reactions from USPTO patents (1976-2016). (1) Given the reactants Cl[C:2]1[CH:12]=[CH:11][CH:10]=[C:9](Cl)[C:3]=1[O:4][CH2:5][CH2:6][CH2:7][NH2:8].[Cl:14]C1C=CC=C(Cl)C=1O.ClC1C=CC(O)=CC=1, predict the reaction product. The product is: [Cl:14][C:11]1[CH:10]=[CH:9][C:3]([O:4][CH2:5][CH2:6][CH2:7][NH2:8])=[CH:2][CH:12]=1. (2) Given the reactants C(O)(C(F)(F)F)=O.[CH3:8][N:9]1[CH:13]=[C:12]([C:14]2[CH:15]=[CH:16][C:17]([C:20]([O:22]C(C)(C)C)=[O:21])=[N:18][CH:19]=2)[CH:11]=[N:10]1, predict the reaction product. The product is: [CH3:8][N:9]1[CH:13]=[C:12]([C:14]2[CH:15]=[CH:16][C:17]([C:20]([OH:22])=[O:21])=[N:18][CH:19]=2)[CH:11]=[N:10]1.